Dataset: Reaction yield outcomes from USPTO patents with 853,638 reactions. Task: Predict the reaction yield, written as a fraction of the theoretical maximum amount of product (1.0 means a 100% yield; for example, 0.34 means a 34% yield). (1) The reactants are [C:1]([C:5]1[C:10]2[S:11][C:12]([CH3:14])=[CH:13][C:9]=2[CH:8]=[CH:7][CH:6]=1)([CH3:4])([CH3:3])[CH3:2].[Br:15]Br. The catalyst is C(Cl)Cl. The product is [Br:15][C:13]1[C:9]2[CH:8]=[CH:7][CH:6]=[C:5]([C:1]([CH3:4])([CH3:3])[CH3:2])[C:10]=2[S:11][C:12]=1[CH3:14]. The yield is 0.760. (2) The reactants are Cl[S:2]([CH:5]1[CH2:8][N:7]([C:9]([O:11][C:12]([CH3:15])([CH3:14])[CH3:13])=[O:10])[CH2:6]1)(=[O:4])=[O:3].[CH3:16][C:17]1[CH:24]=[CH:23][C:20]([CH2:21][NH2:22])=[CH:19][CH:18]=1. The catalyst is N1C=CC=CC=1. The product is [CH3:16][C:17]1[CH:24]=[CH:23][C:20]([CH2:21][NH:22][S:2]([CH:5]2[CH2:8][N:7]([C:9]([O:11][C:12]([CH3:15])([CH3:14])[CH3:13])=[O:10])[CH2:6]2)(=[O:4])=[O:3])=[CH:19][CH:18]=1. The yield is 0.470. (3) The reactants are Cl[C:2]1[CH:7]=[C:6]([NH:8][C:9]2[CH:19]=[CH:18][CH:17]=[CH:16][C:10]=2[C:11]([NH:13][O:14][CH3:15])=[O:12])[C:5]([Cl:20])=[CH:4][N:3]=1.[CH3:21][N:22]1[CH:26]=[C:25]([NH2:27])[C:24]([CH3:28])=[N:23]1.C(=O)([O-])[O-].[Cs+].[Cs+].C1C=CC(P(C2C(C3C(P(C4C=CC=CC=4)C4C=CC=CC=4)=CC=C4C=3C=CC=C4)=C3C(C=CC=C3)=CC=2)C2C=CC=CC=2)=CC=1. The catalyst is C([O-])(=O)C.[Pd+2].C([O-])(=O)C.O1CCOCC1.C1COCC1. The product is [Cl:20][C:5]1[C:6]([NH:8][C:9]2[CH:19]=[CH:18][CH:17]=[CH:16][C:10]=2[C:11]([NH:13][O:14][CH3:15])=[O:12])=[CH:7][C:2]([NH:27][C:25]2[C:24]([CH3:28])=[N:23][N:22]([CH3:21])[CH:26]=2)=[N:3][CH:4]=1. The yield is 0.180. (4) The yield is 0.880. The catalyst is O1CCCC1.[Zn].[Ti](Cl)(Cl)(Cl)Cl. The reactants are [CH3:1][C:2]1([CH3:9])[CH2:7][CH2:6][C:5](=O)[CH2:4][CH2:3]1.[OH:10][C:11]1[CH:16]=[CH:15][C:14]([C:17]([C:19]2[CH:28]=[CH:27][C:22]([C:23]([O:25][CH3:26])=[O:24])=[CH:21][CH:20]=2)=O)=[CH:13][CH:12]=1.O.C([O-])([O-])=O.[K+].[K+]. The product is [CH3:26][O:25][C:23](=[O:24])[C:22]1[CH:27]=[CH:28][C:19]([C:17](=[C:5]2[CH2:6][CH2:7][C:2]([CH3:9])([CH3:1])[CH2:3][CH2:4]2)[C:14]2[CH:15]=[CH:16][C:11]([OH:10])=[CH:12][CH:13]=2)=[CH:20][CH:21]=1. (5) The reactants are [Br:1][C:2]1[CH:7]=[CH:6][C:5]([OH:8])=[C:4]([F:9])[CH:3]=1.C(=O)([O-])[O-].[K+].[K+].C(Br)C=C.[CH2:20]([O:23]CC=C)[CH:21]=[CH2:22].C(C1C(C(F)(F)F)=CC=C(Cl)C=1O)C=C.C(C1C=C(Br)C=C(F)C=1O)C=C.ClC1C=C(C=CC=1)C(OO)=O.ClC1C2OC(CO)CC=2C(C(F)(F)F)=CC=1. The catalyst is C1(C)C=C(C)C=C(C)C=1. The product is [F:9][C:4]1[C:5]2[O:8][CH:21]([CH2:20][OH:23])[CH2:22][C:6]=2[CH:7]=[C:2]([Br:1])[CH:3]=1. The yield is 0.700. (6) The reactants are OC1CCN(CC2C=CC=CC=2)CC1.C([N:22]1[CH2:27][CH2:26][CH:25]([O:28][C:29](=[O:43])[NH:30][C:31]2[CH:36]=[CH:35][CH:34]=[CH:33][C:32]=2[C:37]2[CH:42]=[CH:41][CH:40]=[CH:39][CH:38]=2)[CH2:24][CH2:23]1)C1C=CC=CC=1.Cl.C([O-])=O.[NH4+]. The catalyst is C(O)C. The product is [NH:22]1[CH2:23][CH2:24][CH:25]([O:28][C:29](=[O:43])[NH:30][C:31]2[CH:36]=[CH:35][CH:34]=[CH:33][C:32]=2[C:37]2[CH:42]=[CH:41][CH:40]=[CH:39][CH:38]=2)[CH2:26][CH2:27]1. The yield is 1.00. (7) The reactants are [CH3:1][O:2][C:3]1[CH:4]=[C:5]2[C:10](=[CH:11][CH:12]=1)[C:9](=[N:13][OH:14])[CH2:8][CH2:7][CH2:6]2.C([Li])CCC.[CH2:20]([C:23]1[CH:32]=[CH:31][C:26]([C:27](OC)=O)=[CH:25][CH:24]=1)[CH2:21][CH3:22].OS(O)(=O)=O. The catalyst is C1COCC1. The product is [CH3:1][O:2][C:3]1[CH:4]=[C:5]2[C:10](=[CH:11][CH:12]=1)[C:9]1=[N:13][O:14][C:27]([C:26]3[CH:31]=[CH:32][C:23]([CH2:20][CH2:21][CH3:22])=[CH:24][CH:25]=3)=[C:8]1[CH2:7][CH2:6]2. The yield is 0.660. (8) The reactants are [CH:1]1[CH:6]=[CH:5][C:4]([C@@H:7]([NH2:10])[CH2:8][OH:9])=[CH:3][CH:2]=1.Cl[CH2:12]/[CH:13]=[CH:14]\[CH2:15]Cl. No catalyst specified. The product is [C:4]1([C@@H:7]([N:10]2[CH2:15][CH:14]=[CH:13][CH2:12]2)[CH2:8][OH:9])[CH:5]=[CH:6][CH:1]=[CH:2][CH:3]=1. The yield is 0.580. (9) The reactants are [Li]CCCC.[CH3:6][C:7]1[O:8][CH:9]=[CH:10][CH:11]=1.[CH2:12](Br)[C:13]1[CH:18]=[CH:17][CH:16]=[CH:15][CH:14]=1.[O-2].[Al+3].[O-2].[O-2].[Al+3].[NH4+].[Cl-]. The catalyst is C1COCC1. The product is [CH3:6][C:7]1[O:8][C:9]([CH2:12][C:13]2[CH:18]=[CH:17][CH:16]=[CH:15][CH:14]=2)=[CH:10][CH:11]=1. The yield is 0.460. (10) The reactants are [N+:1]([C:4]1[CH:11]=[C:10]([C:12]2[N:16](C3CCCCO3)[N:15]=[CH:14][CH:13]=2)[CH:9]=[CH:8][C:5]=1[C:6]#[N:7])([O-:3])=[O:2].Cl.O.[OH-].[Na+]. The catalyst is CCO. The product is [N+:1]([C:4]1[CH:11]=[C:10]([C:12]2[NH:16][N:15]=[CH:14][CH:13]=2)[CH:9]=[CH:8][C:5]=1[C:6]#[N:7])([O-:3])=[O:2]. The yield is 0.920.